Dataset: Peptide-MHC class I binding affinity with 185,985 pairs from IEDB/IMGT. Task: Regression. Given a peptide amino acid sequence and an MHC pseudo amino acid sequence, predict their binding affinity value. This is MHC class I binding data. (1) The peptide sequence is VCLSGEGWPY. The MHC is HLA-A24:02 with pseudo-sequence HLA-A24:02. The binding affinity (normalized) is 0. (2) The peptide sequence is RQIVDTCD. The MHC is Mamu-B08 with pseudo-sequence Mamu-B08. The binding affinity (normalized) is 0.114. (3) The peptide sequence is DVQRTRCKYV. The MHC is Mamu-B01 with pseudo-sequence Mamu-B01. The binding affinity (normalized) is 0. (4) The peptide sequence is DAEACYIYK. The MHC is HLA-A03:01 with pseudo-sequence HLA-A03:01. The binding affinity (normalized) is 0.334. (5) The peptide sequence is DIVGGLFTY. The MHC is HLA-B39:01 with pseudo-sequence HLA-B39:01. The binding affinity (normalized) is 0.0847. (6) The peptide sequence is MRNTIMASK. The MHC is HLA-B57:01 with pseudo-sequence HLA-B57:01. The binding affinity (normalized) is 0.0847. (7) The MHC is H-2-Db with pseudo-sequence H-2-Db. The binding affinity (normalized) is 0.313. The peptide sequence is ESMNNAVMM.